From a dataset of Reaction yield outcomes from USPTO patents with 853,638 reactions. Predict the reaction yield, written as a fraction of the theoretical maximum amount of product (1.0 means a 100% yield; for example, 0.34 means a 34% yield). (1) The reactants are [Cl:1][C:2]1[C:3]([C:16]2[C:21]([F:22])=[CH:20][N:19]=[C:18](F)[CH:17]=2)=[N:4][C:5]([NH:8][CH2:9][CH:10]2[CH2:15][CH2:14][O:13][CH2:12][CH2:11]2)=[CH:6][CH:7]=1.[C@H:24]1([NH2:31])[CH2:29][CH2:28][C@H:27]([NH2:30])[CH2:26][CH2:25]1. The catalyst is CS(C)=O. The product is [NH2:30][C@H:27]1[CH2:28][CH2:29][C@H:24]([NH:31][C:18]2[CH:17]=[C:16]([C:3]3[C:2]([Cl:1])=[CH:7][CH:6]=[C:5]([NH:8][CH2:9][CH:10]4[CH2:15][CH2:14][O:13][CH2:12][CH2:11]4)[N:4]=3)[C:21]([F:22])=[CH:20][N:19]=2)[CH2:25][CH2:26]1. The yield is 0.300. (2) The reactants are [NH2:1][CH2:2][CH2:3][CH2:4][OH:5].[N+:6]([O-:9])([OH:8])=[O:7]. The catalyst is C(OC(=O)C)(=O)C. The product is [N+:6]([O-:9])([OH:8])=[O:7].[N+:6]([O:5][CH2:4][CH2:3][CH2:2][NH2:1])([O-:8])=[O:7]. The yield is 0.800. (3) The product is [CH:19]1[C:18]2[C:17]3[C:12](=[CH:13][CH:14]=[CH:15][CH:16]=3)[C:11]3[C:24](=[CH:25][CH:26]=[CH:9][CH:10]=3)[C:23]=2[CH:22]=[CH:21][C:20]=1[C:29]1[CH:42]=[CH:41][C:32]2[S:33][C:34]3[CH:39]=[CH:38][C:37]([C:9]4[CH:26]=[CH:25][C:24]5[C:57]6[C:56](=[CH:61][CH:60]=[CH:59][CH:58]=6)[C:51]6[C:12](=[CH:13][CH:54]=[CH:55][CH:50]=6)[C:11]=5[CH:10]=4)=[CH:36][C:35]=3[C:31]=2[CH:30]=1. The catalyst is C1C=CC(/C=C/C(/C=C/C2C=CC=CC=2)=O)=CC=1.C1C=CC(/C=C/C(/C=C/C2C=CC=CC=2)=O)=CC=1.C1C=CC(/C=C/C(/C=C/C2C=CC=CC=2)=O)=CC=1.[Pd].[Pd].O.C1(C)C=CC=CC=1. The yield is 0.940. The reactants are CC1(C)C(C)(C)OB([C:9]2[CH:26]=[CH:25][C:24]3[C:23]4[C:18](=[CH:19][CH:20]=[CH:21][CH:22]=4)[C:17]4[C:12](=[CH:13][CH:14]=[CH:15][CH:16]=4)[C:11]=3[CH:10]=2)O1.Br[C:29]1[CH:42]=[CH:41][C:32]2[S:33][C:34]3[CH:39]=[CH:38][C:37](Br)=[CH:36][C:35]=3[C:31]=2[CH:30]=1.C1(P(C2CCCCC2)[C:50]2[CH:55]=[CH:54]C=C[C:51]=2[C:56]2[C:61](OC)=[CH:60][CH:59]=[CH:58][C:57]=2OC)CCCCC1.[O-]P([O-])([O-])=O.[K+].[K+].[K+]. (4) The reactants are [S:1]1[C:5]2[CH:6]=[C:7]([N:10]3[CH2:14][CH2:13][NH:12][C:11]3=[O:15])[CH:8]=[CH:9][C:4]=2[N:3]=[CH:2]1.Br[C:17]1[CH:18]=[N:19][CH:20]=[CH:21][C:22]=1[CH2:23][CH3:24].N[C@@H]1CCCC[C@H]1N.P([O-])([O-])([O-])=O.[K+].[K+].[K+]. The catalyst is [Cu](I)I.O1CCOCC1. The product is [S:1]1[C:5]2[CH:6]=[C:7]([N:10]3[CH2:14][CH2:13][N:12]([C:17]4[CH:18]=[N:19][CH:20]=[CH:21][C:22]=4[CH2:23][CH3:24])[C:11]3=[O:15])[CH:8]=[CH:9][C:4]=2[N:3]=[CH:2]1. The yield is 0.0375. (5) The reactants are [CH2:1]([N:4]([CH:12]([C:33]1[CH:38]=[CH:37][C:36]([O:39][C:40](=[O:44])[N:41]([CH3:43])[CH3:42])=[CH:35][C:34]=1C=C)[CH2:13][CH2:14][O:15][Si:16]([C:29]([CH3:32])([CH3:31])[CH3:30])([C:23]1[CH:28]=[CH:27][CH:26]=[CH:25][CH:24]=1)[C:17]1[CH:22]=[CH:21][CH:20]=[CH:19][CH:18]=1)[C:5](=[O:11])[O:6][C:7]([CH3:10])([CH3:9])[CH3:8])[CH:2]=[CH2:3]. The catalyst is ClCCl.CC1C=C(C)C(N2[CH-]N(C3C(C)=CC(C)=CC=3C)CC2)=C(C)C=1.C1CCC([PH+](C2CCCCC2)C2CCCCC2)CC1.C1C=CC(C=[Ru](Cl)Cl)=CC=1. The product is [C:29]([Si:16]([C:23]1[CH:24]=[CH:25][CH:26]=[CH:27][CH:28]=1)([C:17]1[CH:22]=[CH:21][CH:20]=[CH:19][CH:18]=1)[O:15][CH2:14][CH2:13][CH:12]1[C:33]2[CH:34]=[CH:35][C:36]([O:39][C:40](=[O:44])[N:41]([CH3:42])[CH3:43])=[CH:37][C:38]=2[CH:3]=[CH:2][CH2:1][N:4]1[C:5]([O:6][C:7]([CH3:8])([CH3:10])[CH3:9])=[O:11])([CH3:31])([CH3:30])[CH3:32]. The yield is 0.960. (6) The reactants are [NH2:1][C:2]1[CH:7]=[CH:6][C:5]([Cl:8])=[CH:4][C:3]=1[C:9]([C:11]1[CH:16]=[CH:15][CH:14]=[CH:13][C:12]=1C)=[O:10].ClC1C=CC2N=[C:24](C3C=CC=CC=3)[O:25]C(=O)C=2C=1. No catalyst specified. The product is [NH2:1][C:2]1[CH:7]=[CH:6][C:5]([Cl:8])=[CH:4][C:3]=1[C:9]([C:11]1[CH:16]=[CH:15][CH:14]=[C:13]([O:25][CH3:24])[CH:12]=1)=[O:10]. The yield is 0.640.